This data is from Full USPTO retrosynthesis dataset with 1.9M reactions from patents (1976-2016). The task is: Predict the reactants needed to synthesize the given product. (1) Given the product [CH:1]1([N:5]2[CH2:9][CH2:8][C@@H:7]([N:10]3[CH2:19][CH2:18][C:17]4[C:12](=[CH:13][CH:14]=[C:15]([O:20][C:21]5[CH:22]=[CH:23][C:24]([C:25]([OH:27])=[O:26])=[CH:29][CH:30]=5)[CH:16]=4)[C:11]3=[O:31])[CH2:6]2)[CH2:4][CH2:3][CH2:2]1, predict the reactants needed to synthesize it. The reactants are: [CH:1]1([N:5]2[CH2:9][CH2:8][C@@H:7]([N:10]3[CH2:19][CH2:18][C:17]4[C:12](=[CH:13][CH:14]=[C:15]([O:20][C:21]5[CH:30]=[CH:29][C:24]([C:25]([O:27]C)=[O:26])=[CH:23][CH:22]=5)[CH:16]=4)[C:11]3=[O:31])[CH2:6]2)[CH2:4][CH2:3][CH2:2]1. (2) Given the product [CH2:28]([C:29]1[CH:30]=[CH:31][C:32]([O:35][CH2:17][CH2:16][CH2:15][C:14]#[C:13][C:10]2[CH:9]=[CH:8][C:7]([CH2:6][C@H:5]([O:19][CH3:20])[C:4]([OH:3])=[O:21])=[CH:12][CH:11]=2)=[CH:33][CH:34]=1)[C:25]1[CH:24]=[CH:23][CH:22]=[CH:27][CH:26]=1, predict the reactants needed to synthesize it. The reactants are: C([O:3][C:4](=[O:21])[CH:5]([O:19][CH3:20])[CH2:6][C:7]1[CH:12]=[CH:11][C:10]([C:13]#[C:14][CH2:15][CH2:16][CH2:17]Br)=[CH:9][CH:8]=1)C.[CH:22]1[CH:23]=[CH:24][C:25]([CH2:28][C:29]2[CH:30]=[CH:31][C:32]([OH:35])=[CH:33][CH:34]=2)=[CH:26][CH:27]=1.C(=O)([O-])[O-].[Cs+].[Cs+]. (3) Given the product [ClH:21].[ClH:21].[NH:11]1[CH2:12][CH2:13][CH:8]([O:7][C:2]2[CH:3]=[CH:4][CH:5]=[CH:6][N:1]=2)[CH2:9][CH2:10]1, predict the reactants needed to synthesize it. The reactants are: [N:1]1[CH:6]=[CH:5][CH:4]=[CH:3][C:2]=1[O:7][CH:8]1[CH2:13][CH2:12][N:11](C(OC(C)(C)C)=O)[CH2:10][CH2:9]1.[ClH:21]. (4) Given the product [CH2:38]([O:37][C:35](=[O:36])[CH2:34][C:29]1[CH:30]=[CH:31][CH:32]=[CH:33][C:28]=1[S:24][C:21]1[CH:20]=[CH:19][C:18]([C:17]2[O:16][N:15]=[C:14]([CH3:25])[C:13]=2[NH:12][C:11]([O:10][C@@H:8]([C:3]2[CH:4]=[CH:5][CH:6]=[CH:7][C:2]=2[F:1])[CH3:9])=[O:26])=[CH:23][CH:22]=1)[CH3:39], predict the reactants needed to synthesize it. The reactants are: [F:1][C:2]1[CH:7]=[CH:6][CH:5]=[CH:4][C:3]=1[C@H:8]([O:10][C:11](=[O:26])[NH:12][C:13]1[C:14]([CH3:25])=[N:15][O:16][C:17]=1[C:18]1[CH:23]=[CH:22][C:21]([SH:24])=[CH:20][CH:19]=1)[CH3:9].Br[C:28]1[CH:33]=[CH:32][CH:31]=[CH:30][C:29]=1[CH2:34][C:35]([O:37][CH2:38][CH3:39])=[O:36]. (5) Given the product [Cl:18][C:17]1[CH:16]=[CH:15][C:14]2[N:13]=[C:12]([C:19]3[CH:23]=[CH:22][NH:21][N:20]=3)[CH:11]=[CH:10][C:9]=2[C:8]=1[NH2:7], predict the reactants needed to synthesize it. The reactants are: C(OC(=O)[NH:7][C:8]1[C:17]([Cl:18])=[CH:16][CH:15]=[C:14]2[C:9]=1[CH:10]=[CH:11][C:12]([C:19]1[CH:23]=[CH:22][NH:21][N:20]=1)=[N:13]2)(C)(C)C.